From a dataset of Catalyst prediction with 721,799 reactions and 888 catalyst types from USPTO. Predict which catalyst facilitates the given reaction. (1) Product: [Cl:19][C:20]1[CH:21]=[C:22]([CH:27]=[CH:28][C:29]=1[F:30])[O:23][CH2:24][CH2:25][NH:26][C:2]1[N:9]=[C:8]([NH:10][C:11]2[CH:15]=[C:14]([CH3:16])[NH:13][N:12]=2)[CH:7]=[C:6]([CH3:17])[C:3]=1[C:4]#[N:5]. The catalyst class is: 6. Reactant: Cl[C:2]1[N:9]=[C:8]([NH:10][C:11]2[CH:15]=[C:14]([CH3:16])[NH:13][N:12]=2)[CH:7]=[C:6]([CH3:17])[C:3]=1[C:4]#[N:5].Cl.[Cl:19][C:20]1[CH:21]=[C:22]([CH:27]=[CH:28][C:29]=1[F:30])[O:23][CH2:24][CH2:25][NH2:26].C(=O)([O-])O.[Na+].CS(C)=O. (2) Reactant: N.[CH2:2]([S:4][C:5]1[CH:6]=[N:7][CH:8]=[CH:9][C:10]=1[C:11]#[N:12])[CH3:3]. Product: [CH2:2]([S:4][C:5]1[CH:6]=[N:7][CH:8]=[CH:9][C:10]=1[CH2:11][NH2:12])[CH3:3]. The catalyst class is: 94.